Dataset: Forward reaction prediction with 1.9M reactions from USPTO patents (1976-2016). Task: Predict the product of the given reaction. Given the reactants Cl[C:2]1[NH:6][C:5]2[CH:7]=[C:8]([C:12]3[C:13]([CH3:18])=[N:14][O:15][C:16]=3[CH3:17])[CH:9]=[C:10]([I:11])[C:4]=2[N:3]=1.[CH2:19]([NH2:26])[C:20]1[CH:25]=[CH:24][CH:23]=[CH:22][CH:21]=1.C(N(CC)CC)C, predict the reaction product. The product is: [CH2:19]([NH:26][C:2]1[NH:6][C:5]2[CH:7]=[C:8]([C:12]3[C:13]([CH3:18])=[N:14][O:15][C:16]=3[CH3:17])[CH:9]=[C:10]([I:11])[C:4]=2[N:3]=1)[C:20]1[CH:25]=[CH:24][CH:23]=[CH:22][CH:21]=1.